Regression/Classification. Given a drug SMILES string, predict its absorption, distribution, metabolism, or excretion properties. Task type varies by dataset: regression for continuous measurements (e.g., permeability, clearance, half-life) or binary classification for categorical outcomes (e.g., BBB penetration, CYP inhibition). For this dataset (lipophilicity_astrazeneca), we predict Y. From a dataset of Experimental lipophilicity measurements (octanol/water distribution) for 4,200 compounds from AstraZeneca. (1) The Y is 1.92 logD. The molecule is O=C(Nc1nnc(C(=O)Nc2ccc(N3CCOCC3)cc2)o1)c1ccc(Cl)cc1. (2) The drug is Cc1ncc(-c2nc(Nc3ccc(C(=O)NC4CCN(C)CC4)cc3)ncc2F)n1C(C)C. The Y is 2.13 logD. (3) The Y is 1.70 logD. The drug is CS(=O)(=O)c1cccc2c3c([nH]c12)CCN(C(=O)[C@@H]1CCCC[C@H]1C(=O)NC1(C#N)CC1)C3. (4) The molecule is Cc1oc(S(C)(=O)=O)cc1-c1c2c(=O)n(C)c(=O)n(CC3CC3)c2nn1Cc1ccnc2ccc(Cl)cc12. The Y is 3.20 logD. (5) The compound is CN1CCOc2cc(COc3ccccc3)cnc21. The Y is 3.30 logD. (6) The Y is 2.59 logD. The compound is CN1CCC(COc2cc(OC3CCOCC3)c3c(Nc4c(Cl)ccc5c4OCO5)ncnc3c2)CC1.